Regression/Classification. Given a drug SMILES string, predict its absorption, distribution, metabolism, or excretion properties. Task type varies by dataset: regression for continuous measurements (e.g., permeability, clearance, half-life) or binary classification for categorical outcomes (e.g., BBB penetration, CYP inhibition). Dataset: cyp2d6_veith. From a dataset of CYP2D6 inhibition data for predicting drug metabolism from PubChem BioAssay. (1) The drug is O=C(c1coc(=O)c2ccccc12)N1CCN(Cc2ccccc2)CC1. The result is 0 (non-inhibitor). (2) The compound is CC(C)c1nnc(NC(=O)CCC(=O)N2CCN(c3ccccn3)CC2)s1. The result is 0 (non-inhibitor). (3) The drug is N#Cc1ccc(CN2CCC3(CC2)CCN(S(=O)(=O)c2ccccc2)CC3)cc1. The result is 0 (non-inhibitor). (4) The molecule is N=C(N)SCc1cccc(-c2nc3ccccc3c(=O)o2)c1. The result is 0 (non-inhibitor). (5) The compound is O=c1n(Cc2cc3c(cc2Cl)OCO3)c(=O)n2n1CC[C@H]1/C(=N\OC[C@@H](O)COCc3ccco3)[C@H]3O[C@@H]3[C@@H](O)[C@@H]12. The result is 0 (non-inhibitor). (6) The result is 0 (non-inhibitor). The compound is NNCc1cccc(O)c1. (7) The molecule is CCOC(=O)CCN1C(=O)[C@@H]2CC=C3C(=O)[C@H]4O[C@H]4[C@@H](O)[C@H]3[C@H]2C1=O. The result is 0 (non-inhibitor). (8) The compound is Cn1c(=O)c2c(nc(Cl)n2Cc2ccc(Cl)c(Cl)c2)n(C)c1=O. The result is 0 (non-inhibitor). (9) The drug is Cc1ccc(NC(=O)C2CCN(S(C)(=O)=O)CC2)cc1. The result is 0 (non-inhibitor). (10) The compound is CCCOc1ccc(/C=C/C(=O)Nc2ccc([N+](=O)[O-])cc2C)cc1OC. The result is 0 (non-inhibitor).